The task is: Predict the product of the given reaction.. This data is from Forward reaction prediction with 1.9M reactions from USPTO patents (1976-2016). (1) Given the reactants [CH2:1]([NH:8][CH:9]1[CH2:14][CH2:13][N:12]([CH2:15][C:16]2[CH:21]=[CH:20][N:19]=[C:18]([C:22]3[CH:27]=[C:26]([O:28][CH3:29])[C:25]([O:30][CH3:31])=[C:24]([O:32][CH3:33])[CH:23]=3)[CH:17]=2)[CH2:11][CH2:10]1)[C:2]1[CH:7]=[CH:6][CH:5]=[CH:4][CH:3]=1.[Cl:34][CH2:35][C:36]1[C:37]([C:42]2[CH:47]=[C:46]([O:48][CH3:49])[C:45]([O:50][CH3:51])=[C:44]([O:52][CH3:53])[CH:43]=2)=[N:38][CH:39]=[CH:40][CH:41]=1, predict the reaction product. The product is: [ClH:34].[ClH:34].[ClH:34].[ClH:34].[CH2:1]([N:8]([CH:9]1[CH2:10][CH2:11][N:12]([CH2:15][C:16]2[CH:21]=[CH:20][N:19]=[C:18]([C:22]3[CH:27]=[C:26]([O:28][CH3:29])[C:25]([O:30][CH3:31])=[C:24]([O:32][CH3:33])[CH:23]=3)[CH:17]=2)[CH2:13][CH2:14]1)[CH2:35][C:36]1[C:37]([C:42]2[CH:47]=[C:46]([O:48][CH3:49])[C:45]([O:50][CH3:51])=[C:44]([O:52][CH3:53])[CH:43]=2)=[N:38][CH:39]=[CH:40][CH:41]=1)[C:2]1[CH:7]=[CH:6][CH:5]=[CH:4][CH:3]=1. (2) Given the reactants [O:1]=[C:2]1[NH:7][CH2:6][CH2:5][NH:4][CH:3]1[CH2:8][C:9]([O:11][CH2:12][CH3:13])=[O:10].[Cl:14][C:15]1[S:19][C:18]([O:20][CH2:21][C:22](O)=[O:23])=[CH:17][CH:16]=1.CCN(C(C)C)C(C)C.F[P-](F)(F)(F)(F)F.N1(O[P+](N(C)C)(N(C)C)N(C)C)C2C=CC=CC=2N=N1, predict the reaction product. The product is: [Cl:14][C:15]1[S:19][C:18]([O:20][CH2:21][C:22]([N:4]2[CH2:5][CH2:6][NH:7][C:2](=[O:1])[CH:3]2[CH2:8][C:9]([O:11][CH2:12][CH3:13])=[O:10])=[O:23])=[CH:17][CH:16]=1.